The task is: Predict the product of the given reaction.. This data is from Forward reaction prediction with 1.9M reactions from USPTO patents (1976-2016). (1) Given the reactants [N:1]1([CH2:6][C@@H:7]([O:14][C:15]2[CH:24]=[CH:23][C:22]3[C:21](=[O:25])[CH2:20][CH2:19][CH2:18][C:17]=3[C:16]=2[CH2:26][S:27]([C:30]2[CH:31]=[C:32]([CH:36]=[CH:37][CH:38]=2)[C:33]([OH:35])=O)(=[O:29])=[O:28])[C:8]2[CH:13]=[CH:12][CH:11]=[CH:10][CH:9]=2)[CH:5]=[CH:4][N:3]=[CH:2]1.[NH2:39][C@H:40]([CH2:43][CH3:44])[CH2:41][OH:42], predict the reaction product. The product is: [OH:42][CH2:41][C@H:40]([NH:39][C:33](=[O:35])[C:32]1[CH:36]=[CH:37][CH:38]=[C:30]([S:27]([CH2:26][C:16]2[C:17]3[CH2:18][CH2:19][CH2:20][C:21](=[O:25])[C:22]=3[CH:23]=[CH:24][C:15]=2[O:14][C@@H:7]([C:8]2[CH:13]=[CH:12][CH:11]=[CH:10][CH:9]=2)[CH2:6][N:1]2[CH:5]=[CH:4][N:3]=[CH:2]2)(=[O:29])=[O:28])[CH:31]=1)[CH2:43][CH3:44]. (2) The product is: [Br:16][C:12]1[C:13]([Cl:15])=[CH:14][C:9]([CH2:4][C:3]([OH:29])=[O:2])=[C:10]([C:17](=[O:28])[N:18]([C:20]2[CH:25]=[CH:24][CH:23]=[CH:22][C:21]=2[O:26][CH3:27])[CH3:19])[CH:11]=1. Given the reactants C[O:2][C:3](=[O:29])[CH:4]([C:9]1[CH:14]=[C:13]([Cl:15])[C:12]([Br:16])=[CH:11][C:10]=1[C:17](=[O:28])[N:18]([C:20]1[CH:25]=[CH:24][CH:23]=[CH:22][C:21]=1[O:26][CH3:27])[CH3:19])C(OC)=O.O[Li].O.Cl, predict the reaction product. (3) Given the reactants [N:1]1([C:7]2[N:12]=[C:11]([C:13]([F:16])([F:15])[F:14])[CH:10]=[CH:9][N:8]=2)[CH2:6][CH2:5][NH:4][CH2:3][CH2:2]1.[C:17]([O:21][C:22]([NH:24][C@@H:25]1[CH2:29][CH2:28][C@:27]([CH:33]([CH3:35])[CH3:34])([C:30](O)=[O:31])[CH2:26]1)=[O:23])([CH3:20])([CH3:19])[CH3:18].C(N(CC)CC)C.F[P-](F)(F)(F)(F)F.N1(O[P+](N(C)C)(N(C)C)N(C)C)C2C=CC=CC=2N=N1, predict the reaction product. The product is: [C:17]([O:21][C:22](=[O:23])[NH:24][C@@H:25]1[CH2:29][CH2:28][C@:27]([CH:33]([CH3:34])[CH3:35])([C:30]([N:4]2[CH2:5][CH2:6][N:1]([C:7]3[N:12]=[C:11]([C:13]([F:14])([F:16])[F:15])[CH:10]=[CH:9][N:8]=3)[CH2:2][CH2:3]2)=[O:31])[CH2:26]1)([CH3:20])([CH3:19])[CH3:18].